From a dataset of Reaction yield outcomes from USPTO patents with 853,638 reactions. Predict the reaction yield, written as a fraction of the theoretical maximum amount of product (1.0 means a 100% yield; for example, 0.34 means a 34% yield). The product is [F:28][C:2]([F:1])([C:17]1[C:26]2[C:21](=[CH:22][CH:23]=[CH:24][CH:25]=2)[C:20]([F:27])=[CH:19][CH:18]=1)[CH2:3][NH:4][C:5]1[C:6]([F:16])=[C:7]([CH2:12][C:13]([NH:56][CH2:57][C:58]2[C:63]([CH3:64])=[N:62][C:61]([NH:65][C:66]([O:68][C:69]([CH3:71])([CH3:70])[CH3:72])=[O:67])=[CH:60][CH:59]=2)=[O:14])[C:8]([Cl:11])=[CH:9][CH:10]=1. The yield is 0.490. The reactants are [F:1][C:2]([F:28])([C:17]1[C:26]2[C:21](=[CH:22][CH:23]=[CH:24][CH:25]=2)[C:20]([F:27])=[CH:19][CH:18]=1)[CH2:3][NH:4][C:5]1[C:6]([F:16])=[C:7]([CH2:12][C:13](O)=[O:14])[C:8]([Cl:11])=[CH:9][CH:10]=1.F[P-](F)(F)(F)(F)F.N1(O[P+](N(C)C)(N(C)C)N(C)C)C2C=CC=CC=2N=N1.[NH2:56][CH2:57][C:58]1[CH:59]=[CH:60][C:61]([NH:65][C:66]([O:68][C:69]([CH3:72])([CH3:71])[CH3:70])=[O:67])=[N:62][C:63]=1[CH3:64].CCN(C(C)C)C(C)C. The catalyst is CN(C=O)C.